From a dataset of NCI-60 drug combinations with 297,098 pairs across 59 cell lines. Regression. Given two drug SMILES strings and cell line genomic features, predict the synergy score measuring deviation from expected non-interaction effect. (1) Synergy scores: CSS=40.1, Synergy_ZIP=0.821, Synergy_Bliss=11.0, Synergy_Loewe=10.8, Synergy_HSA=10.5. Cell line: IGROV1. Drug 2: CC1C(C(=O)NC(C(=O)N2CCCC2C(=O)N(CC(=O)N(C(C(=O)O1)C(C)C)C)C)C(C)C)NC(=O)C3=C4C(=C(C=C3)C)OC5=C(C(=O)C(=C(C5=N4)C(=O)NC6C(OC(=O)C(N(C(=O)CN(C(=O)C7CCCN7C(=O)C(NC6=O)C(C)C)C)C)C(C)C)C)N)C. Drug 1: C1CCC(CC1)NC(=O)N(CCCl)N=O. (2) Drug 1: C1=NC2=C(N1)C(=S)N=CN2. Drug 2: CC(C)CN1C=NC2=C1C3=CC=CC=C3N=C2N. Cell line: UO-31. Synergy scores: CSS=10.4, Synergy_ZIP=-5.07, Synergy_Bliss=-3.48, Synergy_Loewe=-6.92, Synergy_HSA=-6.92. (3) Drug 1: C#CCC(CC1=CN=C2C(=N1)C(=NC(=N2)N)N)C3=CC=C(C=C3)C(=O)NC(CCC(=O)O)C(=O)O. Drug 2: COCCOC1=C(C=C2C(=C1)C(=NC=N2)NC3=CC=CC(=C3)C#C)OCCOC.Cl. Cell line: RXF 393. Synergy scores: CSS=1.56, Synergy_ZIP=1.85, Synergy_Bliss=0.0629, Synergy_Loewe=-2.74, Synergy_HSA=-2.96. (4) Drug 1: CN(C)N=NC1=C(NC=N1)C(=O)N. Drug 2: CC1C(C(CC(O1)OC2CC(CC3=C2C(=C4C(=C3O)C(=O)C5=C(C4=O)C(=CC=C5)OC)O)(C(=O)CO)O)N)O.Cl. Cell line: TK-10. Synergy scores: CSS=42.7, Synergy_ZIP=-1.99, Synergy_Bliss=0.266, Synergy_Loewe=-8.46, Synergy_HSA=4.04. (5) Cell line: RXF 393. Drug 1: CS(=O)(=O)C1=CC(=C(C=C1)C(=O)NC2=CC(=C(C=C2)Cl)C3=CC=CC=N3)Cl. Drug 2: COC1=C2C(=CC3=C1OC=C3)C=CC(=O)O2. Synergy scores: CSS=10.9, Synergy_ZIP=-2.08, Synergy_Bliss=3.65, Synergy_Loewe=0.163, Synergy_HSA=1.16. (6) Drug 1: CC1=CC=C(C=C1)C2=CC(=NN2C3=CC=C(C=C3)S(=O)(=O)N)C(F)(F)F. Drug 2: CC1CCC2CC(C(=CC=CC=CC(CC(C(=O)C(C(C(=CC(C(=O)CC(OC(=O)C3CCCCN3C(=O)C(=O)C1(O2)O)C(C)CC4CCC(C(C4)OC)OCCO)C)C)O)OC)C)C)C)OC. Cell line: IGROV1. Synergy scores: CSS=8.17, Synergy_ZIP=3.96, Synergy_Bliss=6.45, Synergy_Loewe=-68.6, Synergy_HSA=-1.24. (7) Drug 2: C1CN(P(=O)(OC1)NCCCl)CCCl. Cell line: LOX IMVI. Drug 1: C1CN(CCN1C(=O)CCBr)C(=O)CCBr. Synergy scores: CSS=44.3, Synergy_ZIP=3.10, Synergy_Bliss=1.44, Synergy_Loewe=-26.5, Synergy_HSA=1.63.